This data is from Full USPTO retrosynthesis dataset with 1.9M reactions from patents (1976-2016). The task is: Predict the reactants needed to synthesize the given product. (1) Given the product [CH:15]12[O:20][CH:18]([CH2:17][CH2:16]1)[CH2:19][N:13]([C:4]1[N:3]=[C:2]([C:25]3[CH:26]=[CH:27][C:22]([NH2:21])=[CH:23][CH:24]=3)[N:7]=[C:6]3[N:8]([CH2:11][CH3:12])[N:9]=[CH:10][C:5]=13)[CH2:14]2, predict the reactants needed to synthesize it. The reactants are: Cl[C:2]1[N:7]=[C:6]2[N:8]([CH2:11][CH3:12])[N:9]=[CH:10][C:5]2=[C:4]([N:13]2[CH2:19][CH:18]3[O:20][CH:15]([CH2:16][CH2:17]3)[CH2:14]2)[N:3]=1.[NH2:21][C:22]1[CH:27]=[CH:26][C:25](B2OC(C)(C)C(C)(C)O2)=[CH:24][CH:23]=1. (2) Given the product [C:1]([O:5][C:6](=[O:30])[NH:7][CH:8]([CH2:11][C:12]1[CH:20]=[C:19]([CH3:21])[C:18]2[C:14](=[CH:15][N:16]([CH2:22][O:23][CH2:24][CH2:25][Si:26]([CH3:29])([CH3:28])[CH3:27])[N:17]=2)[CH:13]=1)[CH:9]=[O:10])([CH3:2])([CH3:3])[CH3:4], predict the reactants needed to synthesize it. The reactants are: [C:1]([O:5][C:6](=[O:30])[NH:7][CH:8]([CH2:11][C:12]1[CH:20]=[C:19]([CH3:21])[C:18]2[C:14](=[CH:15][N:16]([CH2:22][O:23][CH2:24][CH2:25][Si:26]([CH3:29])([CH3:28])[CH3:27])[N:17]=2)[CH:13]=1)[CH2:9][OH:10])([CH3:4])([CH3:3])[CH3:2].C(N(CC)CC)C. (3) Given the product [ClH:1].[CH:12]1([N:16]2[CH2:21][CH2:20][CH:19]([O:22][CH:23]3[CH2:28][CH2:27][N:26]([C:2]4[CH:7]=[N:6][C:5]([C:8]([F:11])([F:10])[F:9])=[CH:4][N:3]=4)[CH2:25][CH2:24]3)[CH2:18][CH2:17]2)[CH2:15][CH2:14][CH2:13]1, predict the reactants needed to synthesize it. The reactants are: [Cl:1][C:2]1[CH:7]=[N:6][C:5]([C:8]([F:11])([F:10])[F:9])=[CH:4][N:3]=1.[CH:12]1([N:16]2[CH2:21][CH2:20][CH:19]([O:22][CH:23]3[CH2:28][CH2:27][NH:26][CH2:25][CH2:24]3)[CH2:18][CH2:17]2)[CH2:15][CH2:14][CH2:13]1.C(=O)([O-])[O-].[K+].[K+]. (4) Given the product [CH2:30]([O:37][C:38]1[CH:43]=[CH:42][N:41]([C:2]2[CH:3]=[CH:4][C:5]3[C:6]4[CH2:22][N:21]([C:23]([O:25][C:26]([CH3:29])([CH3:28])[CH3:27])=[O:24])[CH2:20][CH2:19][C:7]=4[N:8]([CH2:11][O:12][CH2:13][CH3:14])[C:9]=3[CH:10]=2)[C:40](=[O:45])[CH:39]=1)[C:31]1[CH:32]=[CH:33][CH:34]=[CH:35][CH:36]=1, predict the reactants needed to synthesize it. The reactants are: Br[C:2]1[CH:3]=[CH:4][C:5]2[C:6]3[CH2:22][N:21]([C:23]([O:25][C:26]([CH3:29])([CH3:28])[CH3:27])=[O:24])[CH2:20][CH2:19][C:7]=3[N:8]([CH2:11][O:12][CH2:13][CH2:14][Si](C)(C)C)[C:9]=2[CH:10]=1.[CH2:30]([O:37][C:38]1[CH:43]=[CH:42][N:41]=[CH:40][CH:39]=1)[C:31]1[CH:36]=[CH:35][CH:34]=[CH:33][CH:32]=1.C([O-])([O-])=[O:45].[K+].[K+]. (5) The reactants are: [Li+].CC([N-]C(C)C)C.[CH3:9][C:10]([CH3:26])([CH2:14][S:15][C:16]1[CH:21]=[CH:20][C:19]([C:22]([F:25])([F:24])[F:23])=[CH:18][CH:17]=1)[C:11](=[O:13])[CH3:12].[Si:27](Cl)([CH3:30])([CH3:29])[CH3:28]. Given the product [CH3:9][C:10]([CH3:26])([CH2:14][S:15][C:16]1[CH:17]=[CH:18][C:19]([C:22]([F:24])([F:25])[F:23])=[CH:20][CH:21]=1)[C:11]([O:13][Si:27]([CH3:30])([CH3:29])[CH3:28])=[CH2:12], predict the reactants needed to synthesize it.